From a dataset of Catalyst prediction with 721,799 reactions and 888 catalyst types from USPTO. Predict which catalyst facilitates the given reaction. (1) Reactant: [C:1]([N:8]1[CH2:11][CH:10]([OH:12])[CH2:9]1)([O:3][C:4]([CH3:7])([CH3:6])[CH3:5])=[O:2].C(N(CC)CC)C.[CH3:20][S:21](Cl)(=[O:23])=[O:22].C(OCC)(=O)C. Product: [CH3:20][S:21]([O:12][CH:10]1[CH2:11][N:8]([C:1]([O:3][C:4]([CH3:7])([CH3:6])[CH3:5])=[O:2])[CH2:9]1)(=[O:23])=[O:22]. The catalyst class is: 146. (2) Product: [Cl:1][C:2]1[C:7]([C:8]([O:10][CH3:12])=[O:9])=[CH:6][CH:5]=[C:4]([CH3:11])[N:3]=1. The catalyst class is: 120. Reactant: [Cl:1][C:2]1[C:7]([C:8]([OH:10])=[O:9])=[CH:6][CH:5]=[C:4]([CH3:11])[N:3]=1.[C:12](Cl)(=O)C(Cl)=O. (3) Reactant: [CH3:1][N:2]1[C:6]([C:7](=O)[CH2:8][C:9]2[CH:13]=[CH:12][S:11][CH:10]=2)=[CH:5][CH:4]=[N:3]1.[CH2:15]([O:17][C:18]1[CH:19]=[C:20]([CH:23]=[C:24]([N+:27]([O-:29])=[O:28])[C:25]=1[OH:26])[CH:21]=O)[CH3:16].[NH2:30][C:31]([NH2:33])=[O:32].Cl. Product: [CH2:15]([O:17][C:18]1[CH:19]=[C:20]([CH:21]2[C:8]([C:9]3[CH:13]=[CH:12][S:11][CH:10]=3)=[C:7]([C:6]3[N:2]([CH3:1])[N:3]=[CH:4][CH:5]=3)[NH:33][C:31](=[O:32])[NH:30]2)[CH:23]=[C:24]([N+:27]([O-:29])=[O:28])[C:25]=1[OH:26])[CH3:16]. The catalyst class is: 14. (4) Reactant: [CH2:1]([O:8][C:9]1[CH:33]=[CH:32][C:12]([CH2:13][N:14]([CH2:24][CH2:25][C:26]2[CH:31]=[CH:30][CH:29]=[CH:28][N:27]=2)[C:15](=[O:23])[C:16]2[CH:21]=[CH:20][CH:19]=[CH:18][C:17]=2[Cl:22])=[CH:11][C:10]=1[O:34][CH2:35][C:36]([O:38]C)=O)[C:2]1[CH:7]=[CH:6][CH:5]=[CH:4][CH:3]=1.[NH4+:40].[Cl-].[NH4+].[OH-]. Product: [CH2:1]([O:8][C:9]1[CH:33]=[CH:32][C:12]([CH2:13][N:14]([CH2:24][CH2:25][C:26]2[CH:31]=[CH:30][CH:29]=[CH:28][N:27]=2)[C:15](=[O:23])[C:16]2[CH:21]=[CH:20][CH:19]=[CH:18][C:17]=2[Cl:22])=[CH:11][C:10]=1[O:34][CH2:35][C:36](=[O:38])[NH2:40])[C:2]1[CH:3]=[CH:4][CH:5]=[CH:6][CH:7]=1. The catalyst class is: 5. (5) Reactant: [BH4-].[Na+].[O:3]=[C:4]1[C:13]([CH2:14][C:15]([NH:17][C:18]2[CH:23]=[CH:22][C:21]([F:24])=[CH:20][C:19]=2[C:25]([F:28])([F:27])[F:26])=[O:16])=[C:12]([C:29]2[CH:34]=[CH:33][CH:32]=[CH:31][CH:30]=2)[C:11]2[C:6](=[CH:7][C:8]3[C:37](=[O:38])[CH2:36][CH2:35][C:9]=3[CH:10]=2)[O:5]1.CO.Cl. Product: [F:24][C:21]1[CH:22]=[CH:23][C:18]([NH:17][C:15](=[O:16])[CH2:14][C:13]2[C:4](=[O:3])[O:5][C:6]3[C:11]([C:12]=2[C:29]2[CH:34]=[CH:33][CH:32]=[CH:31][CH:30]=2)=[CH:10][C:9]2[CH2:35][CH2:36][CH:37]([OH:38])[C:8]=2[CH:7]=3)=[C:19]([C:25]([F:28])([F:26])[F:27])[CH:20]=1. The catalyst class is: 57. (6) Reactant: [C:1]1([CH2:7][CH:8]([P:18](=[O:21])([OH:20])[OH:19])[NH:9][S:10]([C:13]2[S:14][CH:15]=[CH:16][CH:17]=2)(=[O:12])=[O:11])[CH:6]=[CH:5][CH:4]=[CH:3][CH:2]=1.[Cl:22][C:23]1[C:28](O)=[CH:27][CH:26]=[CH:25][N:24]=1.ClC(Cl)(Cl)C#N. Product: [NH4+:9].[Cl:22][C:23]1[C:28]([O:21][P:18]([CH:8]([NH:9][S:10]([C:13]2[S:14][CH:15]=[CH:16][CH:17]=2)(=[O:11])=[O:12])[CH2:7][C:1]2[CH:6]=[CH:5][CH:4]=[CH:3][CH:2]=2)(=[O:19])[O-:20])=[CH:27][CH:26]=[CH:25][N:24]=1. The catalyst class is: 17. (7) Reactant: [Cl:1][CH2:2][CH2:3][CH2:4][CH:5]1[O:10][C:9]2[CH:11]=[CH:12][C:13]([F:15])=[CH:14][C:8]=2[NH:7][S:6]1(=[O:17])=[O:16].[C:18]1(B(O)O)[CH:23]=[CH:22][CH:21]=[CH:20][CH:19]=1.N1C=CC=CC=1. Product: [Cl:1][CH2:2][CH2:3][CH2:4][CH:5]1[O:10][C:9]2[CH:11]=[CH:12][C:13]([F:15])=[CH:14][C:8]=2[N:7]([C:18]2[CH:23]=[CH:22][CH:21]=[CH:20][CH:19]=2)[S:6]1(=[O:17])=[O:16]. The catalyst class is: 732.